From a dataset of Peptide-MHC class I binding affinity with 185,985 pairs from IEDB/IMGT. Regression. Given a peptide amino acid sequence and an MHC pseudo amino acid sequence, predict their binding affinity value. This is MHC class I binding data. (1) The peptide sequence is RQIRMTSTI. The MHC is BoLA-D18.4 with pseudo-sequence BoLA-D18.4. The binding affinity (normalized) is 0.462. (2) The peptide sequence is LLLWISVKV. The MHC is HLA-A02:06 with pseudo-sequence HLA-A02:06. The binding affinity (normalized) is 0.783. (3) The peptide sequence is GFFPDHQLDPA. The MHC is Patr-A0901 with pseudo-sequence Patr-A0901. The binding affinity (normalized) is 0.608. (4) The peptide sequence is GLFDINVIGL. The MHC is HLA-A68:02 with pseudo-sequence HLA-A68:02. The binding affinity (normalized) is 0.181.